Dataset: Peptide-MHC class I binding affinity with 185,985 pairs from IEDB/IMGT. Task: Regression. Given a peptide amino acid sequence and an MHC pseudo amino acid sequence, predict their binding affinity value. This is MHC class I binding data. (1) The peptide sequence is QPGLLSYVI. The MHC is HLA-B53:01 with pseudo-sequence HLA-B53:01. The binding affinity (normalized) is 0.470. (2) The peptide sequence is GTDNSVVLSR. The MHC is HLA-A11:01 with pseudo-sequence HLA-A11:01. The binding affinity (normalized) is 0.568. (3) The peptide sequence is SEIDLILGY. The MHC is HLA-A02:02 with pseudo-sequence HLA-A02:02. The binding affinity (normalized) is 0.00953. (4) The binding affinity (normalized) is 0.0847. The MHC is HLA-A29:02 with pseudo-sequence HLA-A29:02. The peptide sequence is DEWECTRDD. (5) The peptide sequence is RLAPGGTTI. The binding affinity (normalized) is 0.0847. The MHC is HLA-E01:01 with pseudo-sequence HLA-E01:03.